From a dataset of Forward reaction prediction with 1.9M reactions from USPTO patents (1976-2016). Predict the product of the given reaction. (1) Given the reactants Cl[CH:2]([C:22]1[CH:27]=[CH:26][CH:25]=[CH:24][CH:23]=1)[C:3]([C:5]1[C:13]2[C:8](=[CH:9][CH:10]=[CH:11][CH:12]=2)[N:7]([S:14]([CH:17]2[CH2:21][CH2:20][O:19][CH2:18]2)(=[O:16])=[O:15])[CH:6]=1)=[O:4].[CH3:28][O:29][C:30]1[CH:35]=[CH:34][CH:33]=[C:32]([NH2:36])[CH:31]=1, predict the reaction product. The product is: [CH3:28][O:29][C:30]1[CH:31]=[C:32]([NH:36][CH:2]([C:22]2[CH:27]=[CH:26][CH:25]=[CH:24][CH:23]=2)[C:3]([C:5]2[C:13]3[C:8](=[CH:9][CH:10]=[CH:11][CH:12]=3)[N:7]([S:14]([CH:17]3[CH2:21][CH2:20][O:19][CH2:18]3)(=[O:16])=[O:15])[CH:6]=2)=[O:4])[CH:33]=[CH:34][CH:35]=1. (2) Given the reactants [F:1][C:2]1[CH:7]=[CH:6][C:5]([C:8]2[C:12]([C:13](O)=[O:14])=[C:11]([C:16]([F:19])([F:18])[F:17])[O:10][N:9]=2)=[CH:4][CH:3]=1.C1(C2C(C(O)=O)=C(C(F)(F)F)ON=2)C=CC=CC=1, predict the reaction product. The product is: [F:1][C:2]1[CH:7]=[CH:6][C:5]([C:8]2[C:12]([CH2:13][OH:14])=[C:11]([C:16]([F:18])([F:17])[F:19])[O:10][N:9]=2)=[CH:4][CH:3]=1. (3) The product is: [C:12]([CH2:11][N:9]1[C:10]2[C:6](=[CH:5][CH:4]=[CH:3][C:2]=2/[CH:27]=[CH:26]/[C:28]2[CH:33]=[CH:32][C:31]([O:34][CH2:35][CH2:36][CH2:37][CH2:38][O:39][C:40]3[CH:45]=[CH:44][CH:43]=[CH:42][CH:41]=3)=[CH:30][CH:29]=2)[C:7]([S:16]([CH2:19][CH2:20][CH2:21][C:22]([OH:24])=[O:23])(=[O:18])=[O:17])=[CH:8]1)([OH:14])=[O:13]. Given the reactants Br[C:2]1[CH:3]=[CH:4][CH:5]=[C:6]2[C:10]=1[N:9]([CH2:11][C:12]([O:14]C)=[O:13])[CH:8]=[C:7]2[S:16]([CH2:19][CH2:20][CH2:21][C:22]([O:24]C)=[O:23])(=[O:18])=[O:17].[CH:26]([C:28]1[CH:33]=[CH:32][C:31]([O:34][CH2:35][CH2:36][CH2:37][CH2:38][O:39][C:40]2[CH:45]=[CH:44][CH:43]=[CH:42][CH:41]=2)=[CH:30][CH:29]=1)=[CH2:27], predict the reaction product.